From a dataset of Reaction yield outcomes from USPTO patents with 853,638 reactions. Predict the reaction yield, written as a fraction of the theoretical maximum amount of product (1.0 means a 100% yield; for example, 0.34 means a 34% yield). (1) The reactants are C([O:8][C:9]1[CH:14]=[CH:13][C:12]([C:15]2[O:19][C:18]([CH3:21])([CH3:20])[C:17](=[O:22])[C:16]=2[C:23]2[CH:28]=[CH:27][C:26]([O:29][CH3:30])=[CH:25][CH:24]=2)=[CH:11][CH:10]=1)C1C=CC=CC=1. The catalyst is CO.[OH-].[OH-].[Pd+2]. The product is [OH:8][C:9]1[CH:10]=[CH:11][C:12]([C:15]2[O:19][C:18]([CH3:20])([CH3:21])[C:17](=[O:22])[C:16]=2[C:23]2[CH:24]=[CH:25][C:26]([O:29][CH3:30])=[CH:27][CH:28]=2)=[CH:13][CH:14]=1. The yield is 0.640. (2) The reactants are [CH2:1]=[C:2]1[CH2:5][N:4]([C:6]([O:8][C:9]([CH3:12])([CH3:11])[CH3:10])=[O:7])[CH2:3]1.ClC1C=C(C=CC=1)C(OO)=[O:18]. The catalyst is C(Cl)(Cl)Cl. The product is [O:18]1[C:2]2([CH2:5][N:4]([C:6]([O:8][C:9]([CH3:12])([CH3:11])[CH3:10])=[O:7])[CH2:3]2)[CH2:1]1. The yield is 0.510. (3) The reactants are [CH3:1][O:2][C:3]1[CH:19]=[CH:18][C:6]([CH2:7][O:8][C:9]2[CH:14]=[CH:13][CH:12]=[CH:11][C:10]=2[C:15](=O)[CH3:16])=[CH:5][CH:4]=1.[CH:20]([CH:22]1[CH2:27][CH2:26][CH2:25][N:24]([C:28]([O:30][CH2:31][C:32]2[CH:37]=[CH:36][CH:35]=[CH:34][CH:33]=2)=[O:29])[CH2:23]1)=O.[C:38]([CH2:40][C:41]([O:43][C:44]([CH3:47])([CH3:46])[CH3:45])=[O:42])#[N:39].C([O-])(=O)C.[NH4+:52]. The catalyst is COCCOC. The product is [NH2:39][C:38]1[N:52]=[C:15]([C:10]2[CH:11]=[CH:12][CH:13]=[CH:14][C:9]=2[O:8][CH2:7][C:6]2[CH:18]=[CH:19][C:3]([O:2][CH3:1])=[CH:4][CH:5]=2)[CH:16]=[C:20]([CH:22]2[CH2:27][CH2:26][CH2:25][N:24]([C:28]([O:30][CH2:31][C:32]3[CH:37]=[CH:36][CH:35]=[CH:34][CH:33]=3)=[O:29])[CH2:23]2)[C:40]=1[C:41]([O:43][C:44]([CH3:47])([CH3:46])[CH3:45])=[O:42]. The yield is 0.140.